Dataset: Full USPTO retrosynthesis dataset with 1.9M reactions from patents (1976-2016). Task: Predict the reactants needed to synthesize the given product. (1) Given the product [Br:1][C:2]1[C:7]2[O:8][CH:9]([C:12]([O:14][CH2:15][CH3:16])=[O:13])[CH2:10][N:11]([C:17]([O:19][C:20]([CH3:23])([CH3:22])[CH3:21])=[O:18])[C:6]=2[CH:5]=[CH:4][CH:3]=1, predict the reactants needed to synthesize it. The reactants are: [Br:1][C:2]1[C:7]2[O:8][CH:9]([C:12]([O:14][CH2:15][CH3:16])=[O:13])[CH2:10][NH:11][C:6]=2[CH:5]=[CH:4][CH:3]=1.[C:17](O[C:17]([O:19][C:20]([CH3:23])([CH3:22])[CH3:21])=[O:18])([O:19][C:20]([CH3:23])([CH3:22])[CH3:21])=[O:18].C(OCC)(=O)C. (2) Given the product [F:25][C:22]1[CH:21]=[CH:20][C:19]([C:17]2[S:18][CH:14]=[CH:15][C:16]=2[C:26]2[CH:31]=[CH:30][N:29]=[CH:28][CH:27]=2)=[CH:24][CH:23]=1, predict the reactants needed to synthesize it. The reactants are: N1C2C(=CC=CC=2)C=CC=1.C([C:14]1[S:18][C:17]([C:19]2[CH:24]=[CH:23][C:22]([F:25])=[CH:21][CH:20]=2)=[C:16]([C:26]2[CH:31]=[CH:30][N:29]=[CH:28][CH:27]=2)[CH:15]=1)(O)=O.